This data is from Reaction yield outcomes from USPTO patents with 853,638 reactions. The task is: Predict the reaction yield, written as a fraction of the theoretical maximum amount of product (1.0 means a 100% yield; for example, 0.34 means a 34% yield). (1) The reactants are N[C:2]1[C:7]([Cl:8])=[CH:6][C:5]([Br:9])=[CH:4][C:3]=1[CH3:10].Cl.N([O-])=O.[Na+].O[PH2]=O. The catalyst is C(O)(=O)C.O. The product is [Cl:8][C:7]1[CH:2]=[C:3]([CH3:10])[CH:4]=[C:5]([Br:9])[CH:6]=1. The yield is 0.810. (2) The reactants are [S:1]1[C:5]([C:6]([C:8]2[CH:13]=[C:12]([CH2:14][CH3:15])[CH:11]=[CH:10][C:9]=2[OH:16])=[O:7])=[CH:4][C:3]2[CH:17]=[CH:18][CH:19]=[CH:20][C:2]1=2.C[O:22][C:23](=[O:43])[CH2:24][CH2:25][C:26]1[CH:31]=[CH:30][C:29]([O:32][CH2:33][CH2:34][CH:35](OS(C)(=O)=O)[CH3:36])=[CH:28][C:27]=1[CH3:42].C([O-])([O-])=O.[Cs+].[Cs+].[OH-].[Na+].Cl. The catalyst is CN(C=O)C.O. The product is [S:1]1[C:5]([C:6]([C:8]2[CH:13]=[C:12]([CH2:14][CH3:15])[CH:11]=[CH:10][C:9]=2[O:16][CH:35]([CH3:36])[CH2:34][CH2:33][O:32][C:29]2[CH:30]=[CH:31][C:26]([CH2:25][CH2:24][C:23]([OH:43])=[O:22])=[C:27]([CH3:42])[CH:28]=2)=[O:7])=[CH:4][C:3]2[CH:17]=[CH:18][CH:19]=[CH:20][C:2]1=2. The yield is 0.160. (3) The catalyst is C(OCC)(=O)C.[I-].[K+].CN(C)C=O. The yield is 0.960. The product is [CH:20]([O:1][C:2]1[CH:3]=[C:4]([CH:9]=[CH:10][C:11]=1[CH3:12])[C:5]([O:7][CH3:8])=[O:6])([CH3:22])[CH3:21]. The reactants are [OH:1][C:2]1[CH:3]=[C:4]([CH:9]=[CH:10][C:11]=1[CH3:12])[C:5]([O:7][CH3:8])=[O:6].C(=O)([O-])[O-].[K+].[K+].Br[CH:20]([CH3:22])[CH3:21].[I-].[K+]. (4) The reactants are [Cl:1][C:2]1[CH:7]=[CH:6][C:5]([S:8]([N:11](COC)[C:12]2[C:13]([C:19]([C:21]3[C:22]4[CH:29]=[N:28][NH:27][C:23]=4[N:24]=[CH:25][CH:26]=3)=[O:20])=[N:14][CH:15]=[C:16]([CH3:18])[CH:17]=2)(=[O:10])=[O:9])=[CH:4][C:3]=1[C:33]([F:36])([F:35])[F:34].O. The catalyst is Cl.O1CCOCC1. The product is [Cl:1][C:2]1[CH:7]=[CH:6][C:5]([S:8]([NH:11][C:12]2[C:13]([C:19]([C:21]3[C:22]4[CH:29]=[N:28][NH:27][C:23]=4[N:24]=[CH:25][CH:26]=3)=[O:20])=[N:14][CH:15]=[C:16]([CH3:18])[CH:17]=2)(=[O:9])=[O:10])=[CH:4][C:3]=1[C:33]([F:35])([F:34])[F:36]. The yield is 0.630. (5) The reactants are [CH3:1][C:2]1[CH:7]=[CH:6][C:5]([C:8]2[C:9]([C:16]3[CH:21]=[CH:20][C:19]([CH3:22])=[CH:18][CH:17]=3)=[C:10]([CH2:14]O)[CH:11]=[CH:12][CH:13]=2)=[CH:4][CH:3]=1.S(Cl)(Cl)=O.[NH:27]1[CH2:32][CH2:31][CH2:30][CH2:29][CH2:28]1. The catalyst is C(Cl)(Cl)Cl.C(#N)C. The product is [CH3:1][C:2]1[CH:7]=[CH:6][C:5]([C:8]2[C:9]([C:16]3[CH:21]=[CH:20][C:19]([CH3:22])=[CH:18][CH:17]=3)=[C:10]([CH2:14][N:27]3[CH2:32][CH2:31][CH2:30][CH2:29][CH2:28]3)[CH:11]=[CH:12][CH:13]=2)=[CH:4][CH:3]=1. The yield is 0.810. (6) The reactants are [F:1][C:2]1[CH:7]=[CH:6][C:5]([CH2:8][C:9]([OH:11])=O)=[C:4]([CH3:12])[CH:3]=1.[K+].[CH3:14][O:15][C:16](=[O:21])[CH2:17]C([O-])=O. The product is [F:1][C:2]1[CH:7]=[CH:6][C:5]([CH2:8][C:9](=[O:11])[CH2:17][C:16]([O:15][CH3:14])=[O:21])=[C:4]([CH3:12])[CH:3]=1. No catalyst specified. The yield is 0.780. (7) The reactants are [Br:1][CH:2]([C:10]1[CH:15]=[CH:14][C:13]([C:16](F)(F)F)=[CH:12][CH:11]=1)[CH:3]([O:7]CC)OCC.CC(O[C:24]([CH3:26])=O)=O.[C:27](Cl)([CH3:29])=O.[CH:31](Cl)(Cl)Cl. No catalyst specified. The product is [C:13]1([C:16]2[CH:26]=[CH:24][CH:29]=[CH:27][CH:31]=2)[CH:12]=[CH:11][C:10]([CH:2]([Br:1])[CH:3]=[O:7])=[CH:15][CH:14]=1. The yield is 1.00. (8) The reactants are [C:1]([O:5][C:6](=[O:34])[NH:7][C@H:8]1[CH2:12][CH2:11][C@H:10]([N:13]2[C:24]3[C:16](=[CH:17][N:18]=[C:19]4[C:23]=3[CH:22]=[CH:21][N:20]4S(C3C=CC=CC=3)(=O)=O)[N:15]=[N:14]2)[CH2:9]1)([CH3:4])([CH3:3])[CH3:2].[OH-].[Na+].CO.C1COCC1. The catalyst is C(Cl)Cl. The product is [C:1]([O:5][C:6](=[O:34])[NH:7][C@H:8]1[CH2:12][CH2:11][C@H:10]([N:13]2[C:24]3[C:16](=[CH:17][N:18]=[C:19]4[C:23]=3[CH:22]=[CH:21][NH:20]4)[N:15]=[N:14]2)[CH2:9]1)([CH3:4])([CH3:2])[CH3:3]. The yield is 0.640. (9) The reactants are [F:1][C:2]([F:16])([F:15])[O:3][C:4]1[CH:12]=[C:11]([CH:13]=[CH2:14])[CH:10]=[CH:9][C:5]=1[C:6]([OH:8])=[O:7].Br[CH:18]([C:23]1[CH:28]=[C:27]([Cl:29])[C:26]([F:30])=[C:25]([Cl:31])[CH:24]=1)[C:19]([F:22])([F:21])[F:20].N1C=CC=CC=1C1C=CC=CN=1. The catalyst is CN1CCCC1.O.Cl[Cu]. The product is [Cl:29][C:27]1[CH:28]=[C:23]([CH:18]([C:19]([F:22])([F:21])[F:20])/[CH:14]=[CH:13]/[C:11]2[CH:10]=[CH:9][C:5]([C:6]([OH:8])=[O:7])=[C:4]([O:3][C:2]([F:15])([F:16])[F:1])[CH:12]=2)[CH:24]=[C:25]([Cl:31])[C:26]=1[F:30]. The yield is 0.210. (10) The reactants are [C:1]1([S:7]([N:10]2[C:14]3=[N:15][CH:16]=[C:17](Br)[CH:18]=[C:13]3[CH:12]=[CH:11]2)(=[O:9])=[O:8])[CH:6]=[CH:5][CH:4]=[CH:3][CH:2]=1.[CH2:20]([Sn](CCCC)(CCCC)CCCC)[CH:21]=[CH2:22]. The catalyst is CN(C)C=O.C1C=CC([P]([Pd]([P](C2C=CC=CC=2)(C2C=CC=CC=2)C2C=CC=CC=2)([P](C2C=CC=CC=2)(C2C=CC=CC=2)C2C=CC=CC=2)[P](C2C=CC=CC=2)(C2C=CC=CC=2)C2C=CC=CC=2)(C2C=CC=CC=2)C2C=CC=CC=2)=CC=1. The product is [CH2:22]([C:17]1[CH:18]=[C:13]2[CH:12]=[CH:11][N:10]([S:7]([C:1]3[CH:6]=[CH:5][CH:4]=[CH:3][CH:2]=3)(=[O:9])=[O:8])[C:14]2=[N:15][CH:16]=1)[CH:21]=[CH2:20]. The yield is 0.600.